From a dataset of Full USPTO retrosynthesis dataset with 1.9M reactions from patents (1976-2016). Predict the reactants needed to synthesize the given product. (1) The reactants are: [CH3:1][O:2][C:3]1[CH:8]=[CH:7][C:6]([S:9][CH2:10][CH2:11][NH:12][C:13](=[O:16])[CH:14]=[CH2:15])=[CH:5][CH:4]=1.C=O.[C:19]1(C)C=CC(S(O)(=O)=O)=CC=1. Given the product [CH3:1][O:2][C:3]1[CH:8]=[CH:7][C:6]2[S:9][CH2:10][CH2:11][N:12]([C:13](=[O:16])[CH:14]=[CH2:15])[CH2:19][C:5]=2[CH:4]=1, predict the reactants needed to synthesize it. (2) The reactants are: [Cl:1][C:2]1[CH:9]=[CH:8][C:7]([C:10]([F:13])([F:12])[F:11])=[CH:6][C:3]=1[CH:4]=O.C1C[O:17][CH2:16][CH2:15]1. Given the product [Cl:1][C:2]1[CH:9]=[CH:8][C:7]([C:10]([F:13])([F:12])[F:11])=[CH:6][C:3]=1[CH:4]=[CH:15][CH:16]=[O:17], predict the reactants needed to synthesize it. (3) Given the product [Cl:25][C:15]1[C:14]([C:18]#[N:19])=[CH:13][N:12]=[C:11]([C:8]2[N:6]3[CH:7]=[C:2]([F:1])[CH:3]=[CH:4][C:5]3=[N:10][CH:9]=2)[N:16]=1, predict the reactants needed to synthesize it. The reactants are: [F:1][C:2]1[CH:3]=[CH:4][C:5]2[N:6]([C:8]([C:11]3[N:16]=[C:15](O)[C:14]([C:18]#[N:19])=[CH:13][N:12]=3)=[CH:9][N:10]=2)[CH:7]=1.O.[OH-].[Na+].P(Cl)(Cl)([Cl:25])=O. (4) Given the product [NH2:1][C:2]1[C:7]([C:8]([O:10][CH2:11][CH3:12])=[O:9])=[C:6]([CH3:13])[N:5]=[C:4]2[S:14][C:15]([Br:24])=[C:16]([C:17]3[CH:22]=[CH:21][CH:20]=[C:19]([Br:23])[CH:18]=3)[C:3]=12, predict the reactants needed to synthesize it. The reactants are: [NH2:1][C:2]1[C:7]([C:8]([O:10][CH2:11][CH3:12])=[O:9])=[C:6]([CH3:13])[N:5]=[C:4]2[S:14][CH:15]=[C:16]([C:17]3[CH:22]=[CH:21][CH:20]=[C:19]([Br:23])[CH:18]=3)[C:3]=12.[Br:24]N1C(=O)CCC1=O. (5) Given the product [C:1]([O:5][C:6]([N:8]1[C:12]([CH3:13])([CH3:14])[CH2:11][CH2:10][CH:9]1[CH2:15][C:16]([OH:18])=[O:17])=[O:7])([CH3:4])([CH3:2])[CH3:3], predict the reactants needed to synthesize it. The reactants are: [C:1]([O:5][C:6]([N:8]1[C:12]([CH3:14])([CH3:13])[CH2:11][CH2:10][CH:9]1[CH:15](C(OC)=O)[C:16]([O:18]C)=[O:17])=[O:7])([CH3:4])([CH3:3])[CH3:2].[OH-].[K+].CC(OC(OC(OC(C)(C)C)=O)=O)(C)C. (6) Given the product [CH3:1][N:2]([CH2:10][CH2:11][N:12]([CH3:31])[CH2:13][C:14]1[C:15]([CH:25]2[CH2:30][CH2:29][N:28]([C:42](=[O:43])[CH2:41][CH:40]([CH3:45])[CH3:39])[CH2:27][CH2:26]2)=[N:16][N:17]([CH:19]2[CH2:24][CH2:23][CH2:22][CH2:21][O:20]2)[CH:18]=1)[C:3](=[O:9])[O:4][C:5]([CH3:8])([CH3:7])[CH3:6], predict the reactants needed to synthesize it. The reactants are: [CH3:1][N:2]([CH2:10][CH2:11][N:12]([CH3:31])[CH2:13][C:14]1[C:15]([CH:25]2[CH2:30][CH2:29][NH:28][CH2:27][CH2:26]2)=[N:16][N:17]([CH:19]2[CH2:24][CH2:23][CH2:22][CH2:21][O:20]2)[CH:18]=1)[C:3](=[O:9])[O:4][C:5]([CH3:8])([CH3:7])[CH3:6].C(N(CC)CC)C.[CH3:39][CH:40]([CH3:45])[CH2:41][C:42](Cl)=[O:43].